From a dataset of Catalyst prediction with 721,799 reactions and 888 catalyst types from USPTO. Predict which catalyst facilitates the given reaction. (1) Reactant: [Li+].C[Si]([N-][Si](C)(C)C)(C)C.[CH3:11][CH2:12][C:13](=[O:17])/[CH:14]=[CH:15]/[CH3:16].Cl[Si:19]([CH2:24][CH3:25])([CH2:22][CH3:23])[CH2:20][CH3:21].C([O-])(O)=O.[Na+]. Product: [CH2:20]([Si:19]([CH2:24][CH3:25])([CH2:22][CH3:23])[O:17]/[C:13](/[CH:14]=[CH:15]/[CH3:16])=[CH:12]\[CH3:11])[CH3:21]. The catalyst class is: 1. (2) Reactant: [Br:1][C:2]1[CH:3]=[C:4]([NH:10][C:11]2[CH:19]=[C:14]3[CH2:15][NH:16][CH2:17][CH2:18][N:13]3[N:12]=2)[C:5](=[O:9])[N:6]([CH3:8])[CH:7]=1.[O:20]1[CH2:23][C:22](=O)[CH2:21]1.C([BH3-])#N.[Na+].C(Cl)Cl.C(OCC)C.CO. Product: [Br:1][C:2]1[CH:3]=[C:4]([NH:10][C:11]2[CH:19]=[C:14]3[CH2:15][N:16]([CH:22]4[CH2:23][O:20][CH2:21]4)[CH2:17][CH2:18][N:13]3[N:12]=2)[C:5](=[O:9])[N:6]([CH3:8])[CH:7]=1. The catalyst class is: 466.